From a dataset of Full USPTO retrosynthesis dataset with 1.9M reactions from patents (1976-2016). Predict the reactants needed to synthesize the given product. (1) Given the product [CH3:16][O:17][C:18](=[O:31])[C@H:19]([CH2:21][C:22]1[CH:27]=[CH:26][C:25]([N+:28]([O-:30])=[O:29])=[CH:24][CH:23]=1)[NH:20][C:13]([C:8]1([CH2:1][C:2]2[CH:3]=[CH:4][CH:5]=[CH:6][CH:7]=2)[CH2:9][CH2:10][CH2:11][CH2:12]1)=[O:15], predict the reactants needed to synthesize it. The reactants are: [CH2:1]([C:8]1([C:13]([OH:15])=O)[CH2:12][CH2:11][CH2:10][CH2:9]1)[C:2]1[CH:7]=[CH:6][CH:5]=[CH:4][CH:3]=1.[CH3:16][O:17][C:18](=[O:31])[C@H:19]([CH2:21][C:22]1[CH:27]=[CH:26][C:25]([N+:28]([O-:30])=[O:29])=[CH:24][CH:23]=1)[NH2:20].CN(C(ON1N=NC2C=CC=CC1=2)=[N+](C)C)C.F[P-](F)(F)(F)(F)F.C(N(C(C)C)CC)(C)C. (2) The reactants are: [Cl:1][C:2]1[N:7]=[C:6]([C:8]2[N:13]=[C:12]([NH:14][CH:15]([CH3:17])[CH3:16])[N:11]=[C:10]([NH:18][C:19]3[CH:20]=[C:21]([CH:25]=[CH:26][CH:27]=3)[C:22]([OH:24])=O)[N:9]=2)[CH:5]=[CH:4][CH:3]=1.CN(C(ON1N=NC2[CH:39]=[CH:40][CH:41]=[N:42]C1=2)=[N+](C)C)C.F[P-](F)(F)(F)(F)F.CN1CCOCC1. Given the product [Cl:1][C:2]1[N:7]=[C:6]([C:8]2[N:13]=[C:12]([NH:14][CH:15]([CH3:16])[CH3:17])[N:11]=[C:10]([NH:18][C:19]3[CH:20]=[C:21]([CH:25]=[CH:26][CH:27]=3)[C:22]([NH:42][CH:41]3[CH2:39][CH2:40]3)=[O:24])[N:9]=2)[CH:5]=[CH:4][CH:3]=1, predict the reactants needed to synthesize it. (3) Given the product [OH:18][CH2:17][CH:16]([O:15][NH:14][C:12](=[O:13])[O:11][C:7]([CH3:10])([CH3:9])[CH3:8])[CH3:22], predict the reactants needed to synthesize it. The reactants are: [H-].[H-].[H-].[H-].[Li+].[Al+3].[C:7]([O:11][C:12]([NH:14][O:15][CH:16]([CH3:22])[C:17](OCC)=[O:18])=[O:13])([CH3:10])([CH3:9])[CH3:8]. (4) Given the product [Cl:1][C:2]1[CH:3]=[C:4]2[C:9](=[CH:10][C:11]=1[O:12][CH:13]([CH3:15])[CH3:14])[N:8]=[C:7]([O:16][CH3:17])[C:6]([CH:18]([OH:19])[CH3:20])=[CH:5]2, predict the reactants needed to synthesize it. The reactants are: [Cl:1][C:2]1[CH:3]=[C:4]2[C:9](=[CH:10][C:11]=1[O:12][CH:13]([CH3:15])[CH3:14])[N:8]=[C:7]([O:16][CH3:17])[C:6]([CH:18]=[O:19])=[CH:5]2.[CH3:20][Mg]Cl.C1COCC1. (5) Given the product [CH2:1]([S:3][C:4]1[C:9]([C:10]([NH:12][CH2:13][C:14]2[CH:19]=[CH:18][CH:17]=[C:16]([F:20])[CH:15]=2)=[O:11])=[C:8]([CH3:21])[CH:7]=[C:6]([N:22]([C:43](=[O:44])[C:42]2[CH:46]=[CH:47][C:39]([F:38])=[CH:40][CH:41]=2)[CH3:23])[N:5]=1)[CH3:2], predict the reactants needed to synthesize it. The reactants are: [CH2:1]([S:3][C:4]1[C:9]([C:10]([NH:12][CH2:13][C:14]2[CH:19]=[CH:18][CH:17]=[C:16]([F:20])[CH:15]=2)=[O:11])=[C:8]([CH3:21])[CH:7]=[C:6]([NH:22][CH3:23])[N:5]=1)[CH3:2].C1COCC1.CCN(C(C)C)C(C)C.[F:38][C:39]1[CH:47]=[CH:46][C:42]([C:43](Cl)=[O:44])=[CH:41][CH:40]=1. (6) Given the product [O:30]=[C:9]1[N:10]([CH2:16][C:17](=[O:18])[NH:19][C:20]2[CH:25]=[CH:24][CH:23]=[C:22]([C:26]([F:29])([F:28])[F:27])[CH:21]=2)[C@@H:11]([CH:13]([CH3:15])[CH3:14])[CH2:12][N:8]1[C:5]1[CH:4]=[CH:3][C:2]([C:31]([O:32][CH3:37])=[O:34])=[N:7][CH:6]=1, predict the reactants needed to synthesize it. The reactants are: Br[C:2]1[N:7]=[CH:6][C:5]([N:8]2[CH2:12][C@H:11]([CH:13]([CH3:15])[CH3:14])[N:10]([CH2:16][C:17]([NH:19][C:20]3[CH:25]=[CH:24][CH:23]=[C:22]([C:26]([F:29])([F:28])[F:27])[CH:21]=3)=[O:18])[C:9]2=[O:30])=[CH:4][CH:3]=1.[C:31](=[O:34])([O-])[O-:32].[K+].[K+].[C:37](=O)([O-])O.[Na+]. (7) Given the product [CH3:24][C:4]1[CH:3]=[C:2]([C:31]2[CH:30]=[CH:29][C:28]([O:27][C:26]([F:25])([F:37])[F:38])=[CH:33][CH:32]=2)[CH:7]=[C:6]([CH3:8])[C:5]=1[C:9]([N:11]1[CH2:16][CH2:15][CH:14]([N:17]2[CH2:22][CH2:21][CH:20]([OH:23])[CH2:19][CH2:18]2)[CH2:13][CH2:12]1)=[O:10], predict the reactants needed to synthesize it. The reactants are: Br[C:2]1[CH:7]=[C:6]([CH3:8])[C:5]([C:9]([N:11]2[CH2:16][CH2:15][CH:14]([N:17]3[CH2:22][CH2:21][CH:20]([OH:23])[CH2:19][CH2:18]3)[CH2:13][CH2:12]2)=[O:10])=[C:4]([CH3:24])[CH:3]=1.[F:25][C:26]([F:38])([F:37])[O:27][C:28]1[CH:33]=[CH:32][C:31](B(O)O)=[CH:30][CH:29]=1. (8) Given the product [N+:13]([C:6]1[C:7]([C:9]([F:12])([F:11])[F:10])=[CH:8][C:2]([C:24]#[C:23][Si:25]([CH3:28])([CH3:27])[CH3:26])=[C:3]([CH:5]=1)[NH2:4])([O-:15])=[O:14], predict the reactants needed to synthesize it. The reactants are: Br[C:2]1[CH:8]=[C:7]([C:9]([F:12])([F:11])[F:10])[C:6]([N+:13]([O-:15])=[O:14])=[CH:5][C:3]=1[NH2:4].CCN(CC)CC.[C:23]([Si:25]([CH3:28])([CH3:27])[CH3:26])#[CH:24]. (9) The reactants are: Cl[C:2]1[NH:3][C:4](=[O:15])[C:5]2[C:10]([CH:11]=1)=[C:9]([N+:12]([O-:14])=[O:13])[CH:8]=[CH:7][CH:6]=2.[CH3:16][N:17]1[CH2:22][CH2:21][NH:20][CH2:19][CH2:18]1. Given the product [CH3:16][N:17]1[CH2:22][CH2:21][N:20]([C:2]2[NH:3][C:4](=[O:15])[C:5]3[C:10]([CH:11]=2)=[C:9]([N+:12]([O-:14])=[O:13])[CH:8]=[CH:7][CH:6]=3)[CH2:19][CH2:18]1, predict the reactants needed to synthesize it. (10) Given the product [C:21]([C@@H:20]([NH:19][C:15]([C:13]1[CH:12]=[CH:11][CH:10]=[C:9]([CH:8]([C:5]2[CH:4]=[CH:3][C:2]([F:1])=[CH:7][CH:6]=2)[OH:18])[N:14]=1)=[O:17])[CH2:24][CH:25]([CH3:27])[CH3:26])(=[O:22])[NH2:23], predict the reactants needed to synthesize it. The reactants are: [F:1][C:2]1[CH:7]=[CH:6][C:5]([CH:8]([OH:18])[C:9]2[N:14]=[C:13]([C:15]([OH:17])=O)[CH:12]=[CH:11][CH:10]=2)=[CH:4][CH:3]=1.[NH2:19][C@@H:20]([CH2:24][CH:25]([CH3:27])[CH3:26])[C:21]([NH2:23])=[O:22].